This data is from Full USPTO retrosynthesis dataset with 1.9M reactions from patents (1976-2016). The task is: Predict the reactants needed to synthesize the given product. (1) Given the product [Cl:18][C:19]1[CH:24]=[CH:23][C:22]([C:2]2[N:3]=[C:4]([CH2:7][N:8]3[CH:12]=[C:11]([C:13]([O:15][CH2:16][CH3:17])=[O:14])[CH:10]=[N:9]3)[S:5][CH:6]=2)=[CH:21][C:20]=1[C:28]([F:29])([F:30])[F:31], predict the reactants needed to synthesize it. The reactants are: Br[C:2]1[N:3]=[C:4]([CH2:7][N:8]2[CH:12]=[C:11]([C:13]([O:15][CH2:16][CH3:17])=[O:14])[CH:10]=[N:9]2)[S:5][CH:6]=1.[Cl:18][C:19]1[CH:24]=[CH:23][C:22](B(O)O)=[CH:21][C:20]=1[C:28]([F:31])([F:30])[F:29].C(=O)([O-])[O-].[Na+].[Na+].O. (2) Given the product [C:1]([C:5]1[CH:9]=[C:8]([NH:10][C:11]([NH:50][C:49]2[CH:51]=[CH:52][CH:53]=[C:47]([O:46][C:37]3[C:36]4[C:41](=[CH:42][C:43]([O:44][CH3:45])=[C:34]([O:33][CH3:32])[CH:35]=4)[N:40]=[CH:39][N:38]=3)[CH:48]=2)=[O:19])[N:7]([CH:20]([CH3:21])[CH3:22])[N:6]=1)([CH3:2])([CH3:3])[CH3:4], predict the reactants needed to synthesize it. The reactants are: [C:1]([C:5]1[CH:9]=[C:8]([NH:10][C:11](=[O:19])OC2C=CC=CC=2)[N:7]([CH:20]([CH3:22])[CH3:21])[N:6]=1)([CH3:4])([CH3:3])[CH3:2].C(N(CC)C(C)C)(C)C.[CH3:32][O:33][C:34]1[CH:35]=[C:36]2[C:41](=[CH:42][C:43]=1[O:44][CH3:45])[N:40]=[CH:39][N:38]=[C:37]2[O:46][C:47]1[CH:48]=[C:49]([CH:51]=[CH:52][CH:53]=1)[NH2:50]. (3) Given the product [NH2:26][C:11]1[C:10]2[N:9]=[C:8]([CH2:20][CH2:21][O:22][CH3:23])[N:7]([CH2:6][CH2:5][O:4][CH2:3][CH2:2][NH:1][C:31](=[O:38])[C:32]3[CH:37]=[CH:36][CH:35]=[CH:34][CH:33]=3)[C:19]=2[C:18]2[CH2:17][CH2:16][CH2:15][CH2:14][C:13]=2[N:12]=1, predict the reactants needed to synthesize it. The reactants are: [NH2:1][CH2:2][CH2:3][O:4][CH2:5][CH2:6][N:7]1[C:19]2[C:18]3[CH2:17][CH2:16][CH2:15][CH2:14][C:13]=3[N:12]=[CH:11][C:10]=2[N:9]=[C:8]1[CH2:20][CH2:21][O:22][CH3:23].CC[N:26](CC)CC.[C:31](Cl)(=[O:38])[C:32]1[CH:37]=[CH:36][CH:35]=[CH:34][CH:33]=1.CCOCC. (4) Given the product [S:50]1[CH:51]=[CH:52][N:53]=[C:49]1[NH:48][C:14]([C:5]1[CH:6]=[C:7]([C:8]2[CH:9]=[CH:10][CH:11]=[CH:12][CH:13]=2)[C:2]([NH2:1])=[CH:3][CH:4]=1)=[O:16], predict the reactants needed to synthesize it. The reactants are: [NH2:1][C:2]1[C:7]([C:8]2[CH:13]=[CH:12][CH:11]=[CH:10][CH:9]=2)=[CH:6][C:5]([C:14]([OH:16])=O)=[CH:4][CH:3]=1.CCN(C(C)C)C(C)C.Cl.CN(C)CCCN=C=NCC.OS1C2C=CC=CC=2N=C1.[NH2:48][C:49]1[S:50][CH:51]=[CH:52][N:53]=1.